Dataset: Full USPTO retrosynthesis dataset with 1.9M reactions from patents (1976-2016). Task: Predict the reactants needed to synthesize the given product. (1) Given the product [Cl:1][C:2]1[CH:7]=[C:6]([NH:8][C:9]2[CH:14]=[CH:13][CH:12]=[CH:11][C:10]=2[CH3:32])[CH:5]=[CH:4][C:3]=1[C:19]([C:21]1[CH:26]=[C:25]([N+:27]([O-:29])=[O:28])[CH:24]=[CH:23][C:22]=1[CH3:30])=[O:20], predict the reactants needed to synthesize it. The reactants are: [Cl:1][C:2]1[CH:7]=[C:6]([NH:8][C:9]2[CH:14]=[CH:13][C:12](C(F)(F)F)=[CH:11][CH:10]=2)[CH:5]=[CH:4][C:3]=1[C:19]([C:21]1[CH:26]=[C:25]([N+:27]([O-:29])=[O:28])[CH:24]=[CH:23][C:22]=1[CH3:30])=[O:20].Br[C:32]1C=CC(C(C2C=C([N+]([O-])=O)C=CC=2C)=O)=C(Cl)C=1.CC1C=CC=CC=1N. (2) Given the product [Cl:28][C:23]1[CH:22]=[C:21]([CH:26]=[C:25]([Cl:27])[CH:24]=1)[O:20][C@H:13]([C:14]1[CH:19]=[CH:18][CH:17]=[CH:16][CH:15]=1)[C@@H:10]1[CH2:11][CH2:12][NH:8][CH2:9]1.[ClH:36], predict the reactants needed to synthesize it. The reactants are: C(OC([N:8]1[CH2:12][CH2:11][C@@H:10]([C@H:13]([O:20][C:21]2[CH:26]=[C:25]([Cl:27])[CH:24]=[C:23]([Cl:28])[CH:22]=2)[C:14]2[CH:19]=[CH:18][CH:17]=[CH:16][CH:15]=2)[CH2:9]1)=O)(C)(C)C.CCO.Cl.C([Cl:36])(=O)C. (3) The reactants are: [NH2:1][C:2]1[N:7]=[C:6]([C@:8]2([CH3:40])[C:13]([F:15])([F:14])[CH2:12][O:11][C:10]([NH:16][C:17]([C:32]3[CH:37]=[CH:36][C:35](OC)=[CH:34][CH:33]=3)([C:24]3[CH:29]=[CH:28][C:27]([O:30][CH3:31])=[CH:26][CH:25]=3)[C:18]3[CH:23]=[CH:22][CH:21]=[CH:20][CH:19]=3)=[N:9]2)[C:5]([F:41])=[CH:4][CH:3]=1.[Cl:42][C:43]1[C:44]([C:53]([OH:55])=O)=[N:45][CH:46]=[C:47]([C:49]([F:52])([F:51])[F:50])[CH:48]=1.C1C=NC2N(O)N=NC=2C=1.Cl.CN([CH:70]=[O:71])C. Given the product [F:15][C:13]1([F:14])[CH2:12][O:11][C:10]([NH:16][C:17]([C:24]2[CH:25]=[CH:26][C:27]([O:30][CH3:31])=[CH:28][CH:29]=2)([C:32]2[CH:37]=[CH:36][CH:35]=[C:34]([O:71][CH3:70])[CH:33]=2)[C:18]2[CH:19]=[CH:20][CH:21]=[CH:22][CH:23]=2)=[N:9][C@@:8]1([C:6]1[N:7]=[C:2]([NH:1][C:53]([C:44]2[C:43]([Cl:42])=[CH:48][C:47]([C:49]([F:50])([F:51])[F:52])=[CH:46][N:45]=2)=[O:55])[CH:3]=[CH:4][C:5]=1[F:41])[CH3:40], predict the reactants needed to synthesize it. (4) Given the product [CH3:39][N:40]([CH3:45])[CH2:41][CH2:42][CH2:43][NH:44][C:24]([C:19]1[C:18]([C:15]2[CH:16]=[CH:17][C:12]([CH2:11][S:10][CH2:9][CH2:8][O:1][C:2]3[CH:3]=[CH:4][CH:5]=[CH:6][CH:7]=3)=[CH:13][CH:14]=2)=[CH:23][CH:22]=[CH:21][CH:20]=1)=[O:26], predict the reactants needed to synthesize it. The reactants are: [O:1]([CH2:8][CH2:9][S:10][CH2:11][C:12]1[CH:17]=[CH:16][C:15]([C:18]2[C:19]([C:24]([OH:26])=O)=[CH:20][CH:21]=[CH:22][CH:23]=2)=[CH:14][CH:13]=1)[C:2]1[CH:7]=[CH:6][CH:5]=[CH:4][CH:3]=1.C(N1C=CN=C1)(N1C=CN=C1)=O.[CH3:39][N:40]([CH3:45])[CH2:41][CH2:42][CH2:43][NH2:44].